From a dataset of Peptide-MHC class I binding affinity with 185,985 pairs from IEDB/IMGT. Regression. Given a peptide amino acid sequence and an MHC pseudo amino acid sequence, predict their binding affinity value. This is MHC class I binding data. The peptide sequence is AVFPRYHPR. The MHC is HLA-B15:17 with pseudo-sequence HLA-B15:17. The binding affinity (normalized) is 0.0847.